From a dataset of Antibody developability classification from SAbDab with 2,409 antibodies. Regression/Classification. Given an antibody's heavy chain and light chain sequences, predict its developability. TAP uses regression for 5 developability metrics; SAbDab uses binary classification. (1) The antibody is ['QVQLLESGAELARPGASVKLSCKASGYTFTTYWMQWVRQRPGQGLEWIGAIYPGNGDTRYSQKFKGKATLTADTSSSTASMQLSSLASEDSAVYYCARSDYGGDYWGQGTSVTVSS', 'DIQMTQSPSSLSASLGGKVTITCKANQDIKKKIAWYQHKPGKGPRLLIYYTSTLKSGISSRFSGSGSGRDYSFSISNLEPEDAATYYCLQYDNFTWTFGGGTKLEIK']. Result: 1 (developable). (2) The antibody is ['QVQLQESGPGLVKPSETLSLTCAVSGYSISSGYYWGWIRQPPGKGLEWIGSIYHSGSTYYNPSLKSRVTISVDTSKNQFSLKLSSVTAADTAVYYCAGLTQSSHNDANWGQGTLTTVSS', 'QSVLTQPPSVSAAPGQKVTISCSGSSSNIGNNYVRWYQQLPGTAPKLLIYDNNKRPSGIPDRFSGSKSGTSATLGITGLQTGDEADYYCGTWDSSLNPVFGGGTKLEIK']. Result: 0 (not developable). (3) The antibody is ['VQLQESGPSLVKPSQTLSLTCSVTGDSITSGYWNWIRKFPGNKLEYVGYISYSGDTYYNPSLKSRISITRDTSKNQYYLQLNSVTSEDTATYYCARMGYGSQPGFGSWGQGTLVTVSA', 'NIVLTQSPVSLAVSLGQRATISCRASESVDSYGKSFLHWYQQKPGQPPKLLIYLASNLESGVPARFSGSGSRTDFTLTIDPVEADDAATYYCQHNNEDPWTFGGGTKLEIK']. Result: 0 (not developable). (4) The antibody is ['EVQLVQSGAEVKKDLASVKVSCKVSGYTFTDYYMHWVQQAPGKGLEWMGLVDPQEGETTYAEKFQGRVTITADTSTDTAYMELSSLRSEDTAVYYCAKESFGIPHFWGQGTLVTVSS', 'EIVLTQSPGTLSLSPGERATLSCRASQSVTSTYLAWHQQKPGQAPRLLIYSASSRATGIPDRFSGSGSGTDFTLTISRLEPEDFAVYYCQQYGSSPPYTFGQGTKVDIK']. Result: 0 (not developable).